This data is from Forward reaction prediction with 1.9M reactions from USPTO patents (1976-2016). The task is: Predict the product of the given reaction. Given the reactants [I:1][C:2]1[CH:7]=[CH:6][CH:5]=[CH:4][C:3]=1[OH:8].C(=O)([O-])[O-].[K+].[K+].[CH2:15](Br)[C:16]1[CH:21]=[CH:20][CH:19]=[CH:18][CH:17]=1.O, predict the reaction product. The product is: [CH2:15]([O:8][C:3]1[CH:4]=[CH:5][CH:6]=[CH:7][C:2]=1[I:1])[C:16]1[CH:21]=[CH:20][CH:19]=[CH:18][CH:17]=1.